From a dataset of Forward reaction prediction with 1.9M reactions from USPTO patents (1976-2016). Predict the product of the given reaction. (1) Given the reactants [C:1]([O:5][C:6]([N:8]([CH3:40])[CH:9]1[CH:14]2[CH2:15][CH2:16][CH:10]1[CH2:11][N:12]([CH2:17][C@H:18]([NH:29]C(=O)OCC1C=CC=CC=1)[CH2:19][O:20][C:21]1[CH:26]=[CH:25][C:24]([C:27]#[N:28])=[CH:23][CH:22]=1)[CH2:13]2)=[O:7])([CH3:4])([CH3:3])[CH3:2], predict the reaction product. The product is: [NH2:29][C@H:18]([CH2:19][O:20][C:21]1[CH:26]=[CH:25][C:24]([C:27]#[N:28])=[CH:23][CH:22]=1)[CH2:17][N:12]1[CH2:11][CH:10]2[CH:9]([N:8]([CH3:40])[C:6](=[O:7])[O:5][C:1]([CH3:2])([CH3:4])[CH3:3])[CH:14]([CH2:15][CH2:16]2)[CH2:13]1. (2) Given the reactants C[Si]([N-][Si](C)(C)C)(C)C.[K+].C1COCC1.[Br-].[C:17]1([CH2:23][CH2:24][CH2:25][CH2:26][P+](C2C=CC=CC=2)(C2C=CC=CC=2)C2C=CC=CC=2)[CH:22]=[CH:21][CH:20]=[CH:19][CH:18]=1.[CH2:46]([N:53]1[CH2:58][CH2:57][C:56](=O)[CH2:55][CH2:54]1)[C:47]1[CH:52]=[CH:51][CH:50]=[CH:49][CH:48]=1.Cl, predict the reaction product. The product is: [CH2:46]([N:53]1[CH2:58][CH2:57][C:56](=[CH:26][CH2:25][CH2:24][CH2:23][C:17]2[CH:18]=[CH:19][CH:20]=[CH:21][CH:22]=2)[CH2:55][CH2:54]1)[C:47]1[CH:52]=[CH:51][CH:50]=[CH:49][CH:48]=1. (3) Given the reactants Cl[C:2]1[N:7]=[N:6][C:5]([C:8]([O:10][CH3:11])=[O:9])=[CH:4][CH:3]=1.[F:12][C:13]([F:27])([F:26])[C:14]1[CH:25]=[CH:24][CH:23]=[CH:22][C:15]=1[O:16][C@H:17]1[CH2:21][CH2:20][NH:19][CH2:18]1.C(=O)([O-])[O-].[K+].[K+], predict the reaction product. The product is: [F:27][C:13]([F:12])([F:26])[C:14]1[CH:25]=[CH:24][CH:23]=[CH:22][C:15]=1[O:16][C@H:17]1[CH2:21][CH2:20][N:19]([C:2]2[N:7]=[N:6][C:5]([C:8]([O:10][CH3:11])=[O:9])=[CH:4][CH:3]=2)[CH2:18]1. (4) Given the reactants [CH3:1][CH:2]([CH3:44])[C@H:3]([NH:39][C:40](=[O:43])[O:41][CH3:42])[C:4](=[O:38])[N:5]1[CH2:9][CH2:8][CH2:7][C@H:6]1[C:10]1[NH:14][C:13]2[CH:15]=[C:16]([C:19]3[CH:28]=[N:27][C:26]4[C:21](=[CH:22][CH:23]=[C:24](B5OC(C)(C)C(C)(C)O5)[CH:25]=4)[N:20]=3)[CH:17]=[CH:18][C:12]=2[N:11]=1.Br[C:46]1[CH:73]=[CH:72][C:49]2[NH:50][C:51]([C@@H:53]3[CH2:65][N:63]4[C:64]5[CH:56]([C@@H:57]([NH:66][C:67](=[O:70])[O:68][CH3:69])[CH2:58][CH2:59][C:60]=5[CH:61]=[CH:62]4)[C:55](=[O:71])[CH2:54]3)=[N:52][C:48]=2[CH:47]=1.C(=O)(O)[O-].[Na+], predict the reaction product. The product is: [CH3:69][O:68][C:67](=[O:70])[NH:66][C@@H:57]1[CH:56]2[C:55](=[O:71])[CH2:54][C@H:53]([C:51]3[NH:52][C:48]4[CH:47]=[C:46]([C:24]5[CH:25]=[C:26]6[C:21](=[CH:22][CH:23]=5)[N:20]=[C:19]([C:16]5[CH:17]=[CH:18][C:12]7[N:11]=[C:10]([C@@H:6]8[CH2:7][CH2:8][CH2:9][N:5]8[C:4](=[O:38])[C@@H:3]([NH:39][C:40]([O:41][CH3:42])=[O:43])[CH:2]([CH3:44])[CH3:1])[NH:14][C:13]=7[CH:15]=5)[CH:28]=[N:27]6)[CH:73]=[CH:72][C:49]=4[N:50]=3)[CH2:65][N:63]3[C:64]2=[C:60]([CH:61]=[CH:62]3)[CH2:59][CH2:58]1. (5) Given the reactants [CH2:1]([O:3][C:4](=[O:32])[CH2:5][O:6][C:7]1[CH:12]=[C:11]([CH:13]([CH3:15])[CH3:14])[CH:10]=[CH:9][C:8]=1[CH2:16][CH2:17][NH:18][S:19]([C:22]1[CH:27]=[C:26]([C:28]#[N:29])[CH:25]=[CH:24][C:23]=1[O:30][CH3:31])(=[O:21])=[O:20])[CH3:2].Cl.Cl[CH2:35][C:36]1[N:37]=[C:38]([CH3:41])[S:39][CH:40]=1.C(=O)([O-])[O-].[K+].[K+].C(=O)(O)[O-].[Na+], predict the reaction product. The product is: [C:28]([C:26]1[CH:25]=[CH:24][C:23]([O:30][CH3:31])=[C:22]([S:19]([N:18]([CH2:35][C:36]2[N:37]=[C:38]([CH3:41])[S:39][CH:40]=2)[CH2:17][CH2:16][C:8]2[CH:9]=[CH:10][C:11]([CH:13]([CH3:15])[CH3:14])=[CH:12][C:7]=2[O:6][CH2:5][C:4]([O:3][CH2:1][CH3:2])=[O:32])(=[O:20])=[O:21])[CH:27]=1)#[N:29]. (6) Given the reactants Cl.[F:2][C:3]1[CH:22]=[C:21]([CH3:23])[C:20]([O:24]C(OC)=O)=[CH:19][C:4]=1[NH:5][C:6]1[C:15]2[C:10](=[CH:11][C:12]([OH:18])=[C:13]([O:16][CH3:17])[CH:14]=2)[N:9]=[CH:8][N:7]=1.Cl.[Cl:30][CH2:31][C:32]1[N:33]([CH3:37])[CH:34]=[CH:35][N:36]=1.C(=O)([O-])[O-].[K+].[K+].[I-].[K+], predict the reaction product. The product is: [ClH:30].[F:2][C:3]1[CH:22]=[C:21]([CH3:23])[C:20]([OH:24])=[CH:19][C:4]=1[NH:5][C:6]1[C:15]2[C:10](=[CH:11][C:12]([O:18][CH2:31][C:32]3[N:33]([CH3:37])[CH:34]=[CH:35][N:36]=3)=[C:13]([O:16][CH3:17])[CH:14]=2)[N:9]=[CH:8][N:7]=1.